Dataset: Full USPTO retrosynthesis dataset with 1.9M reactions from patents (1976-2016). Task: Predict the reactants needed to synthesize the given product. Given the product [Cl:1][C:2]1[CH:7]=[C:6]([N+:15]([O-:17])=[O:16])[C:5]([F:8])=[CH:4][N+:3]=1[O-:9], predict the reactants needed to synthesize it. The reactants are: [Cl:1][C:2]1[CH:7]=[CH:6][C:5]([F:8])=[CH:4][N+:3]=1[O-:9].S(=O)(=O)(O)O.[N+:15]([O-])([O-:17])=[O:16].[K+].[OH-].[NH4+].